This data is from Catalyst prediction with 721,799 reactions and 888 catalyst types from USPTO. The task is: Predict which catalyst facilitates the given reaction. (1) Reactant: [CH3:1][O:2][C:3]1[C:8]([CH3:9])=[CH:7][N:6]=[C:5]([CH2:10][N:11]2[N:39]=[C:15]3[CH2:16][C:17](=O)[C:18]4[CH2:19][S:20][N:21]=[C:22]([N:23](C(OC(C)(C)C)=O)C(OC(C)(C)C)=O)[C:13]([C:14]=43)=[N:12]2)[C:4]=1[CH3:40].C([O-])(=O)C.[NH4+].C([BH3-])#[N:47].[Na+]. Product: [CH3:1][O:2][C:3]1[C:8]([CH3:9])=[CH:7][N:6]=[C:5]([CH2:10][N:11]2[N:39]=[C:15]3[CH2:16][CH:17]([NH2:47])[C:18]4[CH2:19][S:20][N:21]=[C:22]([NH2:23])[C:13]([C:14]=43)=[N:12]2)[C:4]=1[CH3:40]. The catalyst class is: 5. (2) Reactant: C([Li])CCC.[Br-].[OH:7][C:8]1[CH:33]=[CH:32][CH:31]=[CH:30][C:9]=1[CH2:10][P+](C1C=CC=CC=1)(C1C=CC=CC=1)C1C=CC=CC=1.[F:34][C:35]1[CH:36]=[C:37]([CH:54]=[C:55]([F:68])[C:56]=1[O:57][Si:58]([CH:65]([CH3:67])[CH3:66])([CH:62]([CH3:64])[CH3:63])[CH:59]([CH3:61])[CH3:60])[CH2:38][CH:39]([CH:52]=O)[CH2:40][CH2:41][C:42]1[CH:51]=[CH:50][C:45]([C:46]([O:48][CH3:49])=[O:47])=[CH:44][CH:43]=1.[Cl-].[NH4+]. Product: [F:34][C:35]1[CH:36]=[C:37]([CH:54]=[C:55]([F:68])[C:56]=1[O:57][Si:58]([CH:59]([CH3:61])[CH3:60])([CH:65]([CH3:67])[CH3:66])[CH:62]([CH3:63])[CH3:64])[CH2:38][CH:39](/[CH:52]=[CH:10]/[C:9]1[CH:30]=[CH:31][CH:32]=[CH:33][C:8]=1[OH:7])[CH2:40][CH2:41][C:42]1[CH:51]=[CH:50][C:45]([C:46]([O:48][CH3:49])=[O:47])=[CH:44][CH:43]=1. The catalyst class is: 323.